Dataset: Full USPTO retrosynthesis dataset with 1.9M reactions from patents (1976-2016). Task: Predict the reactants needed to synthesize the given product. (1) Given the product [CH2:6]([N+:13]12[CH2:14][C:15]([C:18]([O-:20])=[O:19])([CH2:16][CH2:17]1)[CH2:2][CH2:1]2)[C:7]1[CH:8]=[CH:9][CH:10]=[CH:11][CH:12]=1, predict the reactants needed to synthesize it. The reactants are: [CH2:1]([Li])[CH2:2]CC.[CH2:6]([N:13]1[CH2:17][CH2:16][CH:15]([C:18]([O:20]CC)=[O:19])[CH2:14]1)[C:7]1[CH:12]=[CH:11][CH:10]=[CH:9][CH:8]=1.BrCCBr.C([O-])([O-])=O.[K+].[K+]. (2) Given the product [CH2:46]([Sn:41]([CH2:37][CH2:38][CH2:39][CH3:40])([CH2:42][CH2:43][CH2:44][CH3:45])[C:17]1[S:16][C:15]([C:19]2[S:20][C:21]([C:24]3[S:25][CH:26]=[CH:27][C:28]=3[CH2:29][CH2:30][CH2:31][CH2:32][CH2:33][CH2:34][CH2:35][CH3:36])=[CH:22][CH:23]=2)=[C:14]([CH2:6][CH2:7][CH2:8][CH2:9][CH2:10][CH2:11][CH2:12][CH3:13])[CH:18]=1)[CH2:47][CH2:48][CH3:49], predict the reactants needed to synthesize it. The reactants are: C([Li])CCC.[CH2:6]([C:14]1[CH:18]=[CH:17][S:16][C:15]=1[C:19]1[S:20][C:21]([C:24]2[S:25][CH:26]=[CH:27][C:28]=2[CH2:29][CH2:30][CH2:31][CH2:32][CH2:33][CH2:34][CH2:35][CH3:36])=[CH:22][CH:23]=1)[CH2:7][CH2:8][CH2:9][CH2:10][CH2:11][CH2:12][CH3:13].[CH2:37]([Sn:41](Cl)([CH2:46][CH2:47][CH2:48][CH3:49])[CH2:42][CH2:43][CH2:44][CH3:45])[CH2:38][CH2:39][CH3:40].[F-].[Na+]. (3) Given the product [Cl:24][C:25]1[CH:30]=[CH:29][CH:28]=[CH:27][C:26]=1[CH2:31][CH2:32][NH:33][C:5]1[N:4]=[C:3]([N:2]([CH3:1])[C:12]2[N:17]=[C:16]([C:18]3[CH:23]=[CH:22][CH:21]=[CH:20][CH:19]=3)[CH:15]=[CH:14][N:13]=2)[CH:8]=[CH:7][N:6]=1, predict the reactants needed to synthesize it. The reactants are: [CH3:1][N:2]([C:12]1[N:17]=[C:16]([C:18]2[CH:23]=[CH:22][CH:21]=[CH:20][CH:19]=2)[CH:15]=[CH:14][N:13]=1)[C:3]1[CH:8]=[CH:7][N:6]=[C:5](S(C)=O)[N:4]=1.[Cl:24][C:25]1[CH:30]=[CH:29][CH:28]=[CH:27][C:26]=1[CH2:31][CH2:32][NH2:33]. (4) Given the product [CH2:11]([N:18]1[CH2:19][CH2:20][CH:21]([N:24]([CH3:1])[C:25]2[CH:26]=[CH:27][C:28]([C:29]([NH2:31])=[O:30])=[CH:32][CH:33]=2)[CH2:22][CH2:23]1)[C:12]1[CH:13]=[CH:14][CH:15]=[CH:16][CH:17]=1, predict the reactants needed to synthesize it. The reactants are: [C:1](O)(=O)C.C=O.C([BH3-])#N.[Na+].[CH2:11]([N:18]1[CH2:23][CH2:22][CH:21]([NH:24][C:25]2[CH:33]=[CH:32][C:28]([C:29]([NH2:31])=[O:30])=[CH:27][CH:26]=2)[CH2:20][CH2:19]1)[C:12]1[CH:17]=[CH:16][CH:15]=[CH:14][CH:13]=1. (5) Given the product [CH3:9][O:10][C:11]1[N:16]=[C:15]([N:17]=[CH:1][C:2]2[CH:3]=[N:4][CH:5]=[CH:6][CH:7]=2)[CH:14]=[N:13][CH:12]=1, predict the reactants needed to synthesize it. The reactants are: [CH:1](=O)[C:2]1[CH:7]=[CH:6][CH:5]=[N:4][CH:3]=1.[CH3:9][O:10][C:11]1[N:16]=[C:15]([NH2:17])[CH:14]=[N:13][CH:12]=1.